From a dataset of Reaction yield outcomes from USPTO patents with 853,638 reactions. Predict the reaction yield, written as a fraction of the theoretical maximum amount of product (1.0 means a 100% yield; for example, 0.34 means a 34% yield). (1) The reactants are Cl[C:2]1[C:11]2[C:6](=[CH:7][CH:8]=[C:9]([C:12](=[O:20])[C:13]3[CH:18]=[CH:17][C:16]([Cl:19])=[CH:15][CH:14]=3)[CH:10]=2)[NH:5][C:4](=[O:21])[CH:3]=1.[NH:22]1[CH:26]=[CH:25][N:24]=[CH:23]1. The catalyst is C(Cl)Cl. The product is [Cl:19][C:16]1[CH:17]=[CH:18][C:13]([C:12]([C:9]2[CH:10]=[C:11]3[C:6](=[CH:7][CH:8]=2)[NH:5][C:4](=[O:21])[CH:3]=[C:2]3[N:22]2[CH:26]=[CH:25][N:24]=[CH:23]2)=[O:20])=[CH:14][CH:15]=1. The yield is 0.340. (2) The reactants are [N+:1]([O-:4])(O)=[O:2].[CH3:5][O:6][C:7]1[CH:8]=[C:9]2[C:14](=[CH:15][C:16]=1[O:17][CH3:18])[N:13]=[CH:12][NH:11][C:10]2=[O:19]. The catalyst is O. The product is [CH3:5][O:6][C:7]1[C:8]([N+:1]([O-:4])=[O:2])=[C:9]2[C:14](=[CH:15][C:16]=1[O:17][CH3:18])[N:13]=[CH:12][NH:11][C:10]2=[O:19]. The yield is 0.320.